This data is from Full USPTO retrosynthesis dataset with 1.9M reactions from patents (1976-2016). The task is: Predict the reactants needed to synthesize the given product. (1) Given the product [OH:7][C:8]1[CH:15]=[CH:14][C:11]([CH:12]=[CH:1][C:2](=[O:3])[CH3:4])=[CH:10][C:9]=1[O:16][CH3:17], predict the reactants needed to synthesize it. The reactants are: [CH3:1][C:2]([CH3:4])=[O:3].[OH-].[Na+].[OH:7][C:8]1[CH:15]=[CH:14][C:11]([CH:12]=O)=[CH:10][C:9]=1[O:16][CH3:17]. (2) Given the product [ClH:2].[Cl:15][C:11]1[CH:10]=[C:9]([C:7]2[N:6]=[C:5]3[CH2:16][CH2:17][CH2:18][C:4]3=[C:3]([NH:19][C@H:20]3[CH2:25][CH2:24][C@H:23]([CH2:26][CH2:27][OH:28])[CH2:22][CH2:21]3)[CH:8]=2)[CH:14]=[CH:13][CH:12]=1, predict the reactants needed to synthesize it. The reactants are: Cl.[Cl:2][C:3]1[CH:8]=[C:7]([C:9]2[CH:14]=[CH:13][CH:12]=[C:11]([Cl:15])[CH:10]=2)[N:6]=[C:5]2[CH2:16][CH2:17][CH2:18][C:4]=12.[NH2:19][CH:20]1[CH2:25][CH2:24][CH:23]([CH2:26][CH2:27][OH:28])[CH2:22][CH2:21]1. (3) The reactants are: [N:1]([CH2:4][C:5]1[CH:10]=[C:9]([OH:11])[C:8]([O:12][CH3:13])=[CH:7][N:6]=1)=[N+]=[N-].C1(P(C2C=CC=CC=2)C2C=CC=CC=2)C=CC=CC=1.O. Given the product [NH2:1][CH2:4][C:5]1[CH:10]=[C:9]([OH:11])[C:8]([O:12][CH3:13])=[CH:7][N:6]=1, predict the reactants needed to synthesize it. (4) Given the product [C:69]([O:68][C@H:67]1[C@H:66]([O:72][C:73](=[O:75])[CH3:74])[C@@H:65]([CH2:76][O:77][C:78](=[O:80])[CH3:79])[O:64][C@@H:55]([S:56][C:57]2[CH:62]=[CH:61][C:60]([CH3:63])=[CH:59][CH:58]=2)[C@@H:54]1[NH:24][C:25]([O:27][CH2:28][C:29]([Cl:32])([Cl:31])[Cl:30])=[O:26])(=[O:71])[CH3:70], predict the reactants needed to synthesize it. The reactants are: C(O[C@@H]1O[C@H](COC(=O)C)[C@@H](OC(=O)C)[C@H](OC(=O)C)[C@H]1[NH:24][C:25]([O:27][CH2:28][C:29]([Cl:32])([Cl:31])[Cl:30])=[O:26])(=O)C.C1(C)C(S)=CC=CC=1.B(F)(F)F.CCOCC.C(O[C@H:54]1[C@@H:67]([O:68][C:69](=[O:71])[CH3:70])[C@H:66]([O:72][C:73](=[O:75])[CH3:74])[C@@H:65]([CH2:76][O:77][C:78](=[O:80])[CH3:79])[O:64][C@@H:55]1[S:56][C:57]1[CH:62]=[CH:61][C:60]([CH3:63])=[CH:59][CH:58]=1)(=O)C. (5) Given the product [Br:3][C:4]1[CH:5]=[C:6]2[C:11](=[CH:12][CH:13]=1)[N:10]=[C:9]([NH:24][CH2:23][CH2:21][OH:22])[N:8]=[C:7]2[C:15]1[CH:20]=[CH:19][N:18]=[CH:17][CH:16]=1, predict the reactants needed to synthesize it. The reactants are: Cl.Cl.[Br:3][C:4]1[CH:5]=[C:6]2[C:11](=[CH:12][CH:13]=1)[N:10]=[C:9](Cl)[N:8]=[C:7]2[C:15]1[CH:20]=[CH:19][N:18]=[CH:17][CH:16]=1.[CH2:21]([CH2:23][NH2:24])[OH:22]. (6) Given the product [F:1][C:2]1[C:3]([O:44][CH2:45][O:46][CH2:47][CH2:48][Si:49]([CH3:52])([CH3:50])[CH3:51])=[CH:4][C:5]([CH2:39][C:40]([F:42])([F:43])[F:41])=[C:6]([C:8]2[N:13]=[C:12]([NH:14][CH2:15][C:16]3[CH:21]=[CH:20][CH:19]=[CH:18][C:17]=3[N:22]([CH3:23])[C:63]([N:57]([CH3:62])[CH3:56])=[O:66])[C:11]3[C:24]([C:35]([NH:37][CH3:38])=[O:36])=[N:25][N:26]([CH2:27][O:28][CH2:29][CH2:30][Si:31]([CH3:34])([CH3:32])[CH3:33])[C:10]=3[CH:9]=2)[CH:7]=1, predict the reactants needed to synthesize it. The reactants are: [F:1][C:2]1[C:3](F)([O:44][CH2:45][O:46][CH2:47][CH2:48][Si:49]([CH3:52])([CH3:51])[CH3:50])[CH2:4][C:5]([CH2:39][C:40]([F:43])([F:42])[F:41])=[C:6]([C:8]2[N:13]=[C:12]([NH:14][CH2:15][C:16]3[CH:21]=[CH:20][CH:19]=[CH:18][C:17]=3[NH:22][CH3:23])[C:11]3[C:24]([C:35]([NH:37][CH3:38])=[O:36])=[N:25][N:26]([CH2:27][O:28][CH2:29][CH2:30][Si:31]([CH3:34])([CH3:33])[CH3:32])[C:10]=3[CH:9]=2)[CH:7]=1.[H-].[Na+].[CH3:56][N:57]([CH3:62])S(Cl)(=O)=O.[C:63](=[O:66])([O-])[O-].[Cs+].[Cs+].CI. (7) The reactants are: [C:1]([NH:4][C:5]1[S:6][CH:7]=[C:8]([C:10]([OH:12])=[O:11])[N:9]=1)(=[O:3])[CH3:2].C(N1C=CN=C1)(N1C=CN=C1)=O.O[C:26]1[CH:31]=[CH:30][C:29]([CH2:32][CH2:33][NH:34][C:35]([NH:37][NH:38][C:39]([O:41][C:42]([CH3:45])([CH3:44])[CH3:43])=[O:40])=[O:36])=[CH:28][CH:27]=1.O. Given the product [C:1]([NH:4][C:5]1[S:6][CH:7]=[C:8]([C:10]([O:12][C:26]2[CH:27]=[CH:28][C:29]([CH2:32][CH2:33][NH:34][C:35]([NH:37][NH:38][C:39]([O:41][C:42]([CH3:45])([CH3:44])[CH3:43])=[O:40])=[O:36])=[CH:30][CH:31]=2)=[O:11])[N:9]=1)(=[O:3])[CH3:2], predict the reactants needed to synthesize it. (8) Given the product [C:45]([O:44][C:43](=[O:49])[NH:42][C:38]1[N:39]=[N:40][CH:41]=[C:36]([C:11]2[C:4]([CH:1]3[CH2:3][CH2:2]3)=[N:5][C:6]([N:21]3[CH2:26][CH2:25][N:24]([C:27](=[O:31])[CH2:28][CH2:29][OH:30])[C@H:23]([CH:32]4[CH2:33][CH2:34]4)[CH2:22]3)=[C:7]([C:8]#[N:9])[CH:10]=2)[CH:37]=1)([CH3:48])([CH3:46])[CH3:47], predict the reactants needed to synthesize it. The reactants are: [CH:1]1([C:4]2[C:11](B3OC(C)(C)C(C)(C)O3)=[CH:10][C:7]([C:8]#[N:9])=[C:6]([N:21]3[CH2:26][CH2:25][N:24]([C:27](=[O:31])[CH2:28][CH2:29][OH:30])[C@H:23]([CH:32]4[CH2:34][CH2:33]4)[CH2:22]3)[N:5]=2)[CH2:3][CH2:2]1.Cl[C:36]1[CH:37]=[C:38]([NH:42][C:43](=[O:49])[O:44][C:45]([CH3:48])([CH3:47])[CH3:46])[N:39]=[N:40][CH:41]=1.[F-].[Cs+].